This data is from Peptide-MHC class I binding affinity with 185,985 pairs from IEDB/IMGT. The task is: Regression. Given a peptide amino acid sequence and an MHC pseudo amino acid sequence, predict their binding affinity value. This is MHC class I binding data. The peptide sequence is RIGGVLIFR. The MHC is HLA-B35:01 with pseudo-sequence HLA-B35:01. The binding affinity (normalized) is 0.0847.